Dataset: Reaction yield outcomes from USPTO patents with 853,638 reactions. Task: Predict the reaction yield, written as a fraction of the theoretical maximum amount of product (1.0 means a 100% yield; for example, 0.34 means a 34% yield). (1) The reactants are [NH2:1][C:2]1[N:7]=[CH:6][N:5]=[C:4]2[N:8]([CH2:25][C@H:26]3[CH2:30][CH2:29][CH2:28][N:27]3[C:31](=[O:47])[C:32]([C:45]#[N:46])=[CH:33][C:34]3([NH:37]C(=O)OC(C)(C)C)[CH2:36][CH2:35]3)[N:9]=[C:10]([C:11]3[CH:16]=[CH:15][C:14]([O:17][C:18]4[CH:23]=[CH:22][CH:21]=[CH:20][CH:19]=4)=[CH:13][C:12]=3[F:24])[C:3]=12.C(O)(C(F)(F)F)=O. The catalyst is C(Cl)Cl. The product is [NH2:1][C:2]1[N:7]=[CH:6][N:5]=[C:4]2[N:8]([CH2:25][C@H:26]3[CH2:30][CH2:29][CH2:28][N:27]3[C:31]([C:32](=[CH:33][C:34]3([NH2:37])[CH2:36][CH2:35]3)[C:45]#[N:46])=[O:47])[N:9]=[C:10]([C:11]3[CH:16]=[CH:15][C:14]([O:17][C:18]4[CH:19]=[CH:20][CH:21]=[CH:22][CH:23]=4)=[CH:13][C:12]=3[F:24])[C:3]=12. The yield is 0.120. (2) The reactants are [F:1][C:2]1[CH:7]=[CH:6][CH:5]=[CH:4][C:3]=1[CH:8]([O:23][CH2:24][CH2:25][CH2:26][O:27][CH3:28])[CH:9]1[CH2:14][CH2:13][CH2:12][N:11]([C:15]2[C:16](=[O:22])[C:17](=[O:21])[C:18]=2OC)[CH2:10]1.[NH2:29][C@@H:30]([CH2:40][CH:41]1[CH2:46][CH2:45][CH2:44][CH2:43][CH2:42]1)[CH2:31][NH:32][C:33](=[O:39])[O:34][C:35]([CH3:38])([CH3:37])[CH3:36]. The catalyst is CC#N. The product is [CH:41]1([CH2:40][C@H:30]([NH:29][C:18]2[C:17](=[O:21])[C:16](=[O:22])[C:15]=2[N:11]2[CH2:12][CH2:13][CH2:14][CH:9]([CH:8]([C:3]3[CH:4]=[CH:5][CH:6]=[CH:7][C:2]=3[F:1])[O:23][CH2:24][CH2:25][CH2:26][O:27][CH3:28])[CH2:10]2)[CH2:31][NH:32][C:33](=[O:39])[O:34][C:35]([CH3:36])([CH3:37])[CH3:38])[CH2:42][CH2:43][CH2:44][CH2:45][CH2:46]1. The yield is 0.400. (3) The reactants are O1CCCC1.[N:6]1[CH:11]=[CH:10][CH:9]=[CH:8][C:7]=1[CH2:12][CH2:13][C:14]1[CH:23]=[CH:22][C:17]([C:18](OC)=[O:19])=[CH:16][CH:15]=1.[H-].C([NH2+]CC(C)C)C(C)C.C(C(C(C([O-])=O)O)O)([O-])=O.[Na+].[K+]. The catalyst is C(OCC)(=O)C. The product is [N:6]1[CH:11]=[CH:10][CH:9]=[CH:8][C:7]=1[CH2:12][CH2:13][C:14]1[CH:15]=[CH:16][C:17]([CH2:18][OH:19])=[CH:22][CH:23]=1. The yield is 0.960. (4) The reactants are [NH2:1][C@@H:2]1[CH2:7][CH2:6][C@H:5]([C:8]([OH:10])=[O:9])[CH2:4][CH2:3]1.[C:11](=[O:14])([O-])[O-:12].[Na+].[Na+].C(O)(=O)[CH2:18][C:19]([CH2:24]C(O)=O)([C:21](O)=O)O. The catalyst is O1CCOCC1. The product is [CH3:18][C:19]([CH3:24])([O:12][C:11]([NH:1][C@@H:2]1[CH2:7][CH2:6][C@H:5]([C:8]([OH:10])=[O:9])[CH2:4][CH2:3]1)=[O:14])[CH3:21]. The yield is 0.718. (5) The reactants are [F:1][C:2]1[CH:9]=[C:8]([OH:10])[CH:7]=[CH:6][C:3]=1[C:4]#N.[OH-:11].[Na+].Cl.[OH2:14]. No catalyst specified. The product is [F:1][C:2]1[CH:9]=[C:8]([OH:10])[CH:7]=[CH:6][C:3]=1[C:4]([OH:14])=[O:11]. The yield is 1.00. (6) The reactants are Cl[C:2]1[N:7]=[C:6]([O:8][CH3:9])[N:5]=[C:4]([NH:10][C:11]2[CH:16]=[CH:15][C:14]([N:17]3[CH:21]=[C:20]([CH3:22])[N:19]=[CH:18]3)=[C:13]([O:23][CH3:24])[CH:12]=2)[N:3]=1.[CH3:25][O:26][CH2:27][CH2:28][NH:29][CH3:30]. No catalyst specified. The product is [CH3:9][O:8][C:6]1[N:7]=[C:2]([N:29]([CH2:28][CH2:27][O:26][CH3:25])[CH3:30])[N:3]=[C:4]([NH:10][C:11]2[CH:16]=[CH:15][C:14]([N:17]3[CH:21]=[C:20]([CH3:22])[N:19]=[CH:18]3)=[C:13]([O:23][CH3:24])[CH:12]=2)[N:5]=1. The yield is 0.510. (7) The reactants are [N:1]1([C:10]2[O:11][CH2:12][C:13](=[O:18])[C:14]=2[C:15]([O-:17])=[O:16])[C:9]2[C:4](=[CH:5][CH:6]=[CH:7][CH:8]=2)[CH2:3][CH2:2]1.[NH:19]1[C:27]2[C:22](=[CH:23][CH:24]=[CH:25][N:26]=2)[C:21]([CH:28]=O)=[CH:20]1.N1CCC[C@H:31]1[C:32](O)=O. The catalyst is C(O)C. The product is [NH:19]1[C:27]2=[N:26][CH:25]=[CH:24][CH:23]=[C:22]2[C:21]([CH:28]=[C:12]2[O:11][C:10]([N:1]3[C:9]4[C:4](=[CH:5][CH:6]=[CH:7][CH:8]=4)[CH2:3][CH2:2]3)=[C:14]([C:15]([O:17][CH2:31][CH3:32])=[O:16])[C:13]2=[O:18])=[CH:20]1. The yield is 0.580.